Predict the reactants needed to synthesize the given product. From a dataset of Full USPTO retrosynthesis dataset with 1.9M reactions from patents (1976-2016). (1) Given the product [C:21]([C:25]1[CH:26]=[C:27]([NH:38][C:39]([NH:41][C:42]2[C:51]3[C:46](=[CH:47][CH:48]=[CH:49][CH:50]=3)[C:45]([O:52][C:53]3[CH:58]=[CH:57][N:56]=[C:55]([NH:1][C:2]4[CH:7]=[CH:6][C:5]([S:8]([CH2:11][C:12]([CH2:13][OH:14])([CH2:17][OH:18])[CH2:15][OH:16])(=[O:9])=[O:10])=[C:4]([O:19][CH3:20])[CH:3]=4)[CH:54]=3)=[CH:44][CH:43]=2)=[O:40])[C:28]([O:36][CH3:37])=[C:29]([NH:31][S:32]([CH3:35])(=[O:33])=[O:34])[CH:30]=1)([CH3:24])([CH3:22])[CH3:23], predict the reactants needed to synthesize it. The reactants are: [NH2:1][C:2]1[CH:7]=[CH:6][C:5]([S:8]([CH2:11][C:12]([CH2:17][OH:18])([CH2:15][OH:16])[CH2:13][OH:14])(=[O:10])=[O:9])=[C:4]([O:19][CH3:20])[CH:3]=1.[C:21]([C:25]1[CH:26]=[C:27]([NH:38][C:39]([NH:41][C:42]2[C:51]3[C:46](=[CH:47][CH:48]=[CH:49][CH:50]=3)[C:45]([O:52][C:53]3[CH:58]=[CH:57][N:56]=[C:55](Cl)[CH:54]=3)=[CH:44][CH:43]=2)=[O:40])[C:28]([O:36][CH3:37])=[C:29]([NH:31][S:32]([CH3:35])(=[O:34])=[O:33])[CH:30]=1)([CH3:24])([CH3:23])[CH3:22].C([O-])([O-])=O.[K+].[K+].CC(C1C=C(C(C)C)C(C2C(P(C3CCCCC3)C3CCCCC3)=C(OC)C=CC=2OC)=C(C(C)C)C=1)C. (2) Given the product [F:11][C:10]([F:13])([F:12])[C:8]1[CH:1]=[C:2]([C:4]([F:7])([F:6])[F:5])[N:24]([C:20]2[CH:21]=[CH:22][CH:23]=[C:18]([N+:15]([O-:17])=[O:16])[CH:19]=2)[N:25]=1, predict the reactants needed to synthesize it. The reactants are: [CH2:1]([C:8]([C:10]([F:13])([F:12])[F:11])=O)[C:2]([C:4]([F:7])([F:6])[F:5])=O.Cl.[N+:15]([C:18]1[CH:19]=[C:20]([NH:24][NH2:25])[CH:21]=[CH:22][CH:23]=1)([O-:17])=[O:16].